From a dataset of NCI-60 drug combinations with 297,098 pairs across 59 cell lines. Regression. Given two drug SMILES strings and cell line genomic features, predict the synergy score measuring deviation from expected non-interaction effect. (1) Drug 1: COC1=C(C=C2C(=C1)N=CN=C2NC3=CC(=C(C=C3)F)Cl)OCCCN4CCOCC4. Drug 2: C1CC(C1)(C(=O)O)C(=O)O.[NH2-].[NH2-].[Pt+2]. Cell line: CCRF-CEM. Synergy scores: CSS=67.9, Synergy_ZIP=-0.671, Synergy_Bliss=3.41, Synergy_Loewe=4.41, Synergy_HSA=5.66. (2) Drug 1: CC1=C(C(CCC1)(C)C)C=CC(=CC=CC(=CC(=O)O)C)C. Drug 2: C1=CC=C(C(=C1)C(C2=CC=C(C=C2)Cl)C(Cl)Cl)Cl. Cell line: UACC-257. Synergy scores: CSS=4.39, Synergy_ZIP=-0.919, Synergy_Bliss=0.832, Synergy_Loewe=-0.162, Synergy_HSA=1.18. (3) Drug 1: CC1C(C(CC(O1)OC2CC(CC3=C2C(=C4C(=C3O)C(=O)C5=C(C4=O)C(=CC=C5)OC)O)(C(=O)CO)O)N)O.Cl. Drug 2: CC(C)(C#N)C1=CC(=CC(=C1)CN2C=NC=N2)C(C)(C)C#N. Cell line: SK-OV-3. Synergy scores: CSS=15.1, Synergy_ZIP=-4.25, Synergy_Bliss=-0.267, Synergy_Loewe=-4.83, Synergy_HSA=-0.844.